This data is from Full USPTO retrosynthesis dataset with 1.9M reactions from patents (1976-2016). The task is: Predict the reactants needed to synthesize the given product. (1) Given the product [C:22]([O:26][C:27]([N:29]1[CH2:34][CH2:33][CH:32]([NH:35][C:14]2[N:13]=[C:12]([C:18]([F:21])([F:20])[F:19])[C:11]([C:9](=[O:10])[NH:8][C:5]3[CH:6]=[CH:7][C:2]([Cl:1])=[CH:3][CH:4]=3)=[CH:16][N:15]=2)[CH2:31][CH2:30]1)=[O:28])([CH3:25])([CH3:23])[CH3:24], predict the reactants needed to synthesize it. The reactants are: [Cl:1][C:2]1[CH:7]=[CH:6][C:5]([NH:8][C:9]([C:11]2[C:12]([C:18]([F:21])([F:20])[F:19])=[N:13][C:14](Cl)=[N:15][CH:16]=2)=[O:10])=[CH:4][CH:3]=1.[C:22]([O:26][C:27]([N:29]1[CH2:34][CH2:33][CH:32]([NH2:35])[CH2:31][CH2:30]1)=[O:28])([CH3:25])([CH3:24])[CH3:23].C(N(CC)CC)C. (2) Given the product [CH3:1][CH:2]([CH2:7][CH2:8][CH2:9][CH2:10][CH2:11][CH3:12])[CH2:3][C:4]([OH:6])=[O:5].[CH3:4][CH:3]([CH2:2][CH2:7][CH2:8][CH2:9][CH2:10][CH3:11])[CH2:13][C:14]([Cl:16])=[O:15], predict the reactants needed to synthesize it. The reactants are: [CH3:1][CH:2]([CH2:7][CH2:8][CH2:9][CH2:10][CH2:11][CH3:12])[CH2:3][C:4]([OH:6])=[O:5].[C:13](Cl)(=O)[C:14]([Cl:16])=[O:15].